Dataset: Forward reaction prediction with 1.9M reactions from USPTO patents (1976-2016). Task: Predict the product of the given reaction. (1) Given the reactants [N:1]1[C:9]([NH2:10])=[C:8]2[C:4]([NH:5][CH:6]=[N:7]2)=[N:3][CH:2]=1.C(O[CH:15]1[C@H:19]([O:20][C:21](=[O:23])[CH3:22])[C@H:18]([O:24][CH2:25][C:26]2[CH:31]=[CH:30][CH:29]=[CH:28][CH:27]=2)[C@:17]([CH2:34][O:35][CH2:36][C:37]2[CH:42]=[CH:41][CH:40]=[CH:39][CH:38]=2)([CH:32]=[CH2:33])[O:16]1)(=O)C.Cl[Sn](Cl)(Cl)Cl.C([O-])(O)=O.[Na+], predict the reaction product. The product is: [C:21]([O:20][C@@H:19]1[C@H:18]([O:24][CH2:25][C:26]2[CH:31]=[CH:30][CH:29]=[CH:28][CH:27]=2)[C@:17]([CH2:34][O:35][CH2:36][C:37]2[CH:38]=[CH:39][CH:40]=[CH:41][CH:42]=2)([CH:32]=[CH2:33])[O:16][C@H:15]1[N:5]1[CH:6]=[N:7][C:8]2[C:4]1=[N:3][CH:2]=[N:1][C:9]=2[NH2:10])(=[O:23])[CH3:22]. (2) Given the reactants [C:1]1(=[O:7])[O:6][C:4](=[O:5])[CH:3]=[CH:2]1.[CH3:8][OH:9], predict the reaction product. The product is: [CH3:8][O:9][C:4](=[O:5])/[CH:3]=[CH:2]\[C:1]([OH:6])=[O:7].